Task: Predict which catalyst facilitates the given reaction.. Dataset: Catalyst prediction with 721,799 reactions and 888 catalyst types from USPTO (1) Reactant: [Si]([O:8][CH:9]([CH2:20][O:21][C:22]1[CH:27]=[CH:26][CH:25]=[C:24]([C:28]2[N:33]=[C:32]([C:34]3[C:35]([CH2:40][OH:41])=[N:36][O:37][C:38]=3[CH3:39])[C:31]([CH3:42])=[C:30]([NH:43][CH:44]3[CH2:49][CH2:48][O:47][CH2:46][CH2:45]3)[N:29]=2)[CH:23]=1)[CH2:10][N:11](C)[C:12](=[O:18])[O:13]C(C)(C)C)(C(C)(C)C)(C)C.Cl. Product: [OH:41][CH2:40][C:35]1[C:34]([C:32]2[C:31]([CH3:42])=[C:30]([NH:43][CH:44]3[CH2:45][CH2:46][O:47][CH2:48][CH2:49]3)[N:29]=[C:28]([C:24]3[CH:23]=[C:22]([CH:27]=[CH:26][CH:25]=3)[O:21][CH2:20][CH:9]([OH:8])[CH2:10][NH:11][CH3:12])[N:33]=2)=[C:38]([CH3:39])[O:37][N:36]=1.[CH:12]([OH:18])=[O:13]. The catalyst class is: 135. (2) The catalyst class is: 15. Product: [CH3:16][CH:15]([OH:7])[C:12]([C:29]([OH:30])=[O:28])([CH3:13])[CH3:11]. Reactant: CN1CCCC1=[O:7].Cl.BrC1[CH:11]=[C:12]([CH:15]=[CH:16]C=1)[CH2:13]N.C(N(C(C)C)CC)(C)C.[BH-](OC(C)=O)(OC(C)=O)[O:28][C:29](C)=[O:30].[Na+]. (3) Reactant: [O:1]=[C:2]1[N:8]([O:9][CH2:10][C:11]2[CH:16]=[CH:15][CH:14]=[CH:13][CH:12]=2)[CH:7]2[CH2:17][N:3]1[CH:4]([C:23]([O:25][CH2:26][CH3:27])=[O:24])[C:5]1[CH:21]=[CH:20][C:19]([OH:22])=[CH:18][C:6]=12.[S:28](O[S:28]([C:31]([F:34])([F:33])[F:32])(=[O:30])=[O:29])([C:31]([F:34])([F:33])[F:32])(=[O:30])=[O:29]. Product: [O:1]=[C:2]1[N:8]([O:9][CH2:10][C:11]2[CH:12]=[CH:13][CH:14]=[CH:15][CH:16]=2)[C@H:7]2[CH2:17][N:3]1[C@@H:4]([C:23]([O:25][CH2:26][CH3:27])=[O:24])[C:5]1[CH:21]=[CH:20][C:19]([O:22][S:28]([C:31]([F:34])([F:33])[F:32])(=[O:30])=[O:29])=[CH:18][C:6]=12. The catalyst class is: 66. (4) Reactant: FC(F)(F)S(O[C:7]1[CH2:18][CH2:17][C:10]2([C:14]([CH3:16])([CH3:15])[O:13][CH2:12][CH2:11]2)[CH2:9][CH:8]=1)(=O)=O.[CH3:21][C:22]1([CH3:38])[C:26]([CH3:28])([CH3:27])[O:25][B:24]([B:24]2[O:25][C:26]([CH3:28])([CH3:27])[C:22]([CH3:38])([CH3:21])[O:23]2)[O:23]1.C([O-])(=O)C.[K+]. Product: [CH3:15][C:14]1([CH3:16])[C:10]2([CH2:17][CH2:18][C:7]([B:24]3[O:25][C:26]([CH3:28])([CH3:27])[C:22]([CH3:38])([CH3:21])[O:23]3)=[CH:8][CH2:9]2)[CH2:11][CH2:12][O:13]1. The catalyst class is: 294.